Dataset: Full USPTO retrosynthesis dataset with 1.9M reactions from patents (1976-2016). Task: Predict the reactants needed to synthesize the given product. (1) Given the product [NH2:24][C:19]1[CH:20]=[CH:21][C:22]([CH3:23])=[C:17]([NH:16][C:14]([C:11]2[C:7]3[N:8]=[CH:9][N:10]=[C:5]([NH:4][CH:1]4[CH2:2][CH2:3]4)[C:6]=3[S:13][CH:12]=2)=[O:15])[CH:18]=1, predict the reactants needed to synthesize it. The reactants are: [CH:1]1([NH:4][C:5]2[C:6]3[S:13][CH:12]=[C:11]([C:14]([NH:16][C:17]4[CH:18]=[C:19]([NH:24]C(=O)OC(C)(C)C)[CH:20]=[CH:21][C:22]=4[CH3:23])=[O:15])[C:7]=3[N:8]=[CH:9][N:10]=2)[CH2:3][CH2:2]1.C(O)(C(F)(F)F)=O. (2) Given the product [C:24]([Cl:26])(=[O:25])[CH2:23]/[CH:19]=[CH:18]/[CH2:11][C:12]([Cl:14])=[O:13], predict the reactants needed to synthesize it. The reactants are: C(C(O)=O)/C=C/CC(O)=O.[C:11](Cl)(=O)[C:12]([Cl:14])=[O:13].[C:19]1([CH2:23][C:24]([Cl:26])=[O:25])[CH:18]=CC=[C:19]([CH2:23][C:24]([Cl:26])=[O:25])[CH:18]=1.C1(CC(O)=O)C=CC=C(CC(O)=O)C=1. (3) Given the product [CH:20]([C:23]1[N:24]=[C:25]([NH:28][C:2]2[CH:12]=[C:11]([O:13][C:14]3[CH:19]=[CH:18][CH:17]=[CH:16][CH:15]=3)[C:5]([C:6]([O:8][CH2:9][CH3:10])=[O:7])=[CH:4][N:3]=2)[S:26][CH:27]=1)([CH3:22])[CH3:21], predict the reactants needed to synthesize it. The reactants are: Cl[C:2]1[CH:12]=[C:11]([O:13][C:14]2[CH:19]=[CH:18][CH:17]=[CH:16][CH:15]=2)[C:5]([C:6]([O:8][CH2:9][CH3:10])=[O:7])=[CH:4][N:3]=1.[CH:20]([C:23]1[N:24]=[C:25]([NH2:28])[S:26][CH:27]=1)([CH3:22])[CH3:21].P([O-])([O-])([O-])=O.[K+].[K+].[K+].C1(C)C=CC=CC=1. (4) Given the product [CH:23]1([N:17]2[CH2:16][CH:15]=[C:14]([C:6]3[CH:7]=[C:8]([C:10]([F:11])([F:12])[F:13])[CH:9]=[C:4]([N+:1]([O-:3])=[O:2])[CH:5]=3)[CH2:19][CH2:18]2)[CH2:25][CH2:24]1, predict the reactants needed to synthesize it. The reactants are: [N+:1]([C:4]1[CH:5]=[C:6]([C:14]2[CH2:15][CH2:16][NH:17][CH2:18][CH:19]=2)[CH:7]=[C:8]([C:10]([F:13])([F:12])[F:11])[CH:9]=1)([O-:3])=[O:2].C(O[C:23]1(O[Si](C)(C)C)[CH2:25][CH2:24]1)C.C([BH3-])#N.[Na+].C(O)(=O)C. (5) Given the product [Cl:1][C:2]1[CH:20]=[CH:19][CH:18]=[C:17]([Cl:21])[C:3]=1[CH2:4][N:5]1[C:10](=[O:11])[CH2:9][NH:8][C:7]2[N:12]=[CH:13][C:14]([C:24]3[CH:23]=[N:22][CH:27]=[CH:26][CH:25]=3)=[CH:15][C:6]1=2, predict the reactants needed to synthesize it. The reactants are: [Cl:1][C:2]1[CH:20]=[CH:19][CH:18]=[C:17]([Cl:21])[C:3]=1[CH2:4][N:5]1[C:10](=[O:11])[CH2:9][NH:8][C:7]2[N:12]=[CH:13][C:14](I)=[CH:15][C:6]1=2.[N:22]1[CH:27]=[CH:26][CH:25]=[C:24](B(O)O)[CH:23]=1. (6) Given the product [I:1][C:2]1[CH:3]=[C:4]([CH2:13][C:14]([OH:16])=[O:15])[CH:5]=[CH:6][C:7]=1[N:8]1[CH:12]=[N:11][N:10]=[N:9]1, predict the reactants needed to synthesize it. The reactants are: [I:1][C:2]1[CH:3]=[C:4]([CH2:13][C:14]([O:16]C)=[O:15])[CH:5]=[CH:6][C:7]=1[N:8]1[CH:12]=[N:11][N:10]=[N:9]1.O[Li].O.